From a dataset of Full USPTO retrosynthesis dataset with 1.9M reactions from patents (1976-2016). Predict the reactants needed to synthesize the given product. Given the product [Cl:8][C:7]1[C:2]([C:12]2([C:15]([O:17][CH3:18])=[O:16])[CH2:13][CH2:14][O:9][CH2:10][CH2:11]2)=[N:3][CH:4]=[CH:5][N:6]=1, predict the reactants needed to synthesize it. The reactants are: Cl[C:2]1[C:7]([Cl:8])=[N:6][CH:5]=[CH:4][N:3]=1.[O:9]1[CH2:14][CH2:13][CH:12]([C:15]([O:17][CH3:18])=[O:16])[CH2:11][CH2:10]1.[Li+].C[Si]([N-][Si](C)(C)C)(C)C.